Dataset: Full USPTO retrosynthesis dataset with 1.9M reactions from patents (1976-2016). Task: Predict the reactants needed to synthesize the given product. (1) Given the product [Cl:24][C:25]1[C:33]([CH3:34])=[CH:32][CH:31]=[CH:30][C:26]=1[C:27]([NH:1][CH2:2][C@H:3]1[N:8]([C:9]([C:11]2[N:12]=[C:13]([CH3:23])[S:14][C:15]=2[C:16]2[CH:17]=[C:18]([CH3:22])[CH:19]=[CH:20][CH:21]=2)=[O:10])[CH2:7][C@H:6]2[C@@H:4]1[CH2:5]2)=[O:28], predict the reactants needed to synthesize it. The reactants are: [NH2:1][CH2:2][C@H:3]1[N:8]([C:9]([C:11]2[N:12]=[C:13]([CH3:23])[S:14][C:15]=2[C:16]2[CH:17]=[C:18]([CH3:22])[CH:19]=[CH:20][CH:21]=2)=[O:10])[CH2:7][C@H:6]2[C@@H:4]1[CH2:5]2.[Cl:24][C:25]1[C:33]([CH3:34])=[CH:32][CH:31]=[CH:30][C:26]=1[C:27](O)=[O:28]. (2) Given the product [Cl:37][C:34]1[CH:33]=[CH:32][C:31]([S:30][C:3]2[CH:4]=[C:5]([NH:19][S:20]([C:23]3[CH:28]=[CH:27][C:26]([CH3:29])=[CH:25][CH:24]=3)(=[O:21])=[O:22])[C:6]([NH:8][S:9]([C:12]3[CH:13]=[CH:14][C:15]([CH3:18])=[CH:16][CH:17]=3)(=[O:10])=[O:11])=[CH:7][C:2]=2[NH:1][C:39](=[O:40])[CH3:38])=[CH:36][CH:35]=1, predict the reactants needed to synthesize it. The reactants are: [NH2:1][C:2]1[C:3]([S:30][C:31]2[CH:36]=[CH:35][C:34]([Cl:37])=[CH:33][CH:32]=2)=[CH:4][C:5]([NH:19][S:20]([C:23]2[CH:28]=[CH:27][C:26]([CH3:29])=[CH:25][CH:24]=2)(=[O:22])=[O:21])=[C:6]([NH:8][S:9]([C:12]2[CH:17]=[CH:16][C:15]([CH3:18])=[CH:14][CH:13]=2)(=[O:11])=[O:10])[CH:7]=1.[CH3:38][C:39](OC(C)=O)=[O:40]. (3) Given the product [Cl:1][C:2]1[CH:13]=[C:12]([F:14])[CH:11]=[CH:10][C:3]=1[CH2:4][C:5]([CH2:18][CH2:19][C:20]([F:23])([F:22])[F:21])([C:6]#[N:7])[C:8]#[N:9], predict the reactants needed to synthesize it. The reactants are: [Cl:1][C:2]1[CH:13]=[C:12]([F:14])[CH:11]=[CH:10][C:3]=1[CH2:4][CH:5]([C:8]#[N:9])[C:6]#[N:7].[H-].[Na+].Br[CH2:18][CH2:19][C:20]([F:23])([F:22])[F:21]. (4) Given the product [F:1][C:2]1[CH:3]=[C:4]([C:11]2[CH2:15][O:14][C:13](=[O:16])[C:12]=2[C:17]2[CH:18]=[CH:19][CH:20]=[CH:21][CH:22]=2)[CH:5]=[C:6]([F:10])[C:7]=1[S:8]([CH3:9])(=[O:24])=[O:23], predict the reactants needed to synthesize it. The reactants are: [F:1][C:2]1[CH:3]=[C:4]([C:11]2[CH2:15][O:14][C:13](=[O:16])[C:12]=2[C:17]2[CH:22]=[CH:21][CH:20]=[CH:19][CH:18]=2)[CH:5]=[C:6]([F:10])[C:7]=1[S:8][CH3:9].[OH2:23].[OH2:24].O.O.O.O.C(OO)(=O)C1C(=CC=CC=1)C(O)=O.O.O.O.O.O.O.O.C(O[O-])(=O)C1C(=CC=CC=1)C([O-])=O.[Mg+2].